Task: Predict the product of the given reaction.. Dataset: Forward reaction prediction with 1.9M reactions from USPTO patents (1976-2016) The product is: [CH:21]1([N:7]([C@H:42]2[CH2:43][CH2:44][C@H:45]([CH2:48][O:49][C:50]3[CH:51]=[CH:52][C:53]([F:56])=[CH:54][CH:55]=3)[CH2:46][CH2:47]2)[C:8](=[O:20])[NH:9][C:10]2[S:11][C:12]([S:15][CH2:16][CH2:61][C:60]([OH:70])=[O:59])=[CH:13][N:14]=2)[CH2:22][CH2:23][CH2:24][CH2:25][CH2:26]1. Given the reactants C1([N:7]([C@H:21]2[CH2:26][CH2:25][C@H:24](COC3C=CC=CC=3)[CH2:23][CH2:22]2)[C:8](=[O:20])[NH:9][C:10]2[S:11][C:12]([S:15][CH2:16]C(O)=O)=[CH:13][N:14]=2)CCCCC1.C1(N[C@H:42]2[CH2:47][CH2:46][C@H:45]([CH2:48][O:49][C:50]3[CH:55]=[CH:54][C:53]([F:56])=[CH:52][CH:51]=3)[CH2:44][CH2:43]2)CCCCC1.C([O:59][C:60](=[O:70])[CH:61](SC1SC(N)=NC=1)C)C, predict the reaction product.